From a dataset of Catalyst prediction with 721,799 reactions and 888 catalyst types from USPTO. Predict which catalyst facilitates the given reaction. (1) Reactant: [Cl:1][C:2]1[CH:27]=[C:26]([NH:28][C:29]([NH:31][C:32]2[CH:37]=[N:36][C:35]([C:38]#[N:39])=[CH:34][N:33]=2)=[O:30])[CH:25]=[CH:24][C:3]=1[O:4][CH2:5][CH2:6][N:7]([CH2:15][C:16]1[CH:21]=[CH:20][C:19]([F:22])=[CH:18][C:17]=1[F:23])C(=O)OC(C)(C)C.FC(F)(F)C(O)=O. Product: [Cl:1][C:2]1[CH:27]=[C:26]([NH:28][C:29]([NH:31][C:32]2[CH:37]=[N:36][C:35]([C:38]#[N:39])=[CH:34][N:33]=2)=[O:30])[CH:25]=[CH:24][C:3]=1[O:4][CH2:5][CH2:6][NH:7][CH2:15][C:16]1[CH:21]=[CH:20][C:19]([F:22])=[CH:18][C:17]=1[F:23]. The catalyst class is: 7. (2) Reactant: C([O-])(=O)C.[Na+].C([CH2:9][CH2:10][N:11]1[CH:15]=[C:14]([C:16]2[CH:21]=[CH:20][CH:19]=[CH:18][CH:17]=2)[CH:13]=[C:12]1[C:22]([OH:24])=O)(O)=O. Product: [C:16]1([C:14]2[CH:13]=[C:12]3[N:11]([CH2:10][CH2:9][C:22]3=[O:24])[CH:15]=2)[CH:17]=[CH:18][CH:19]=[CH:20][CH:21]=1. The catalyst class is: 152. (3) Reactant: [F:1][C:2]1[CH:7]=[C:6]([C:8](C)=[CH2:9])[CH:5]=[CH:4][C:3]=1[C@@H:11]([NH:13][C:14](=[O:20])[O:15][C:16]([CH3:19])([CH3:18])[CH3:17])[CH3:12].C(Cl)Cl.CSC.CC[O:29]C(C)=O.CCCCCCC. Product: [C:8]([C:6]1[CH:5]=[CH:4][C:3]([C@@H:11]([NH:13][C:14](=[O:20])[O:15][C:16]([CH3:19])([CH3:18])[CH3:17])[CH3:12])=[C:2]([F:1])[CH:7]=1)(=[O:29])[CH3:9]. The catalyst class is: 6.